Task: Predict the reactants needed to synthesize the given product.. Dataset: Full USPTO retrosynthesis dataset with 1.9M reactions from patents (1976-2016) (1) Given the product [Cl:13][C:10]1[C:9]2[C:4](=[C:5]([F:14])[CH:6]=[CH:7][CH:8]=2)[N:3]=[C:2]([C:20]2[S:21][CH:22]=[CH:23][N:24]=2)[C:11]=1[CH3:12], predict the reactants needed to synthesize it. The reactants are: Cl[C:2]1[C:11]([CH3:12])=[C:10]([Cl:13])[C:9]2[C:4](=[C:5]([F:14])[CH:6]=[CH:7][CH:8]=2)[N:3]=1.C([Sn](CCCC)(CCCC)[C:20]1[S:21][CH:22]=[CH:23][N:24]=1)CCC. (2) Given the product [N+:1]([CH:4]=[C:5]1[CH2:14][CH2:13][C:8]2([O:9][CH2:10][CH2:11][O:12]2)[CH2:7][CH2:6]1)([O-:3])=[O:2], predict the reactants needed to synthesize it. The reactants are: [N+:1]([CH2:4][C:5]1(O)[CH2:14][CH2:13][C:8]2([O:12][CH2:11][CH2:10][O:9]2)[CH2:7][CH2:6]1)([O-:3])=[O:2].C(N(CC)CC)C.CS(Cl)(=O)=O. (3) Given the product [CH2:1]([C:8]1[CH:13]=[C:12]([CH3:14])[N:11]=[C:10]([NH:29][C:19]2[CH:20]=[CH:21][C:22]([N:23]3[CH:27]=[C:26]([CH3:28])[N:25]=[CH:24]3)=[C:17]([F:16])[CH:18]=2)[N:9]=1)[C:2]1[CH:7]=[CH:6][CH:5]=[CH:4][CH:3]=1, predict the reactants needed to synthesize it. The reactants are: [CH2:1]([C:8]1[CH:13]=[C:12]([CH3:14])[N:11]=[C:10](Cl)[N:9]=1)[C:2]1[CH:7]=[CH:6][CH:5]=[CH:4][CH:3]=1.[F:16][C:17]1[CH:18]=[C:19]([NH2:29])[CH:20]=[CH:21][C:22]=1[N:23]1[CH:27]=[C:26]([CH3:28])[N:25]=[CH:24]1. (4) Given the product [Br:1][C:2]1[CH:3]=[C:4]([N+:9]([O-:11])=[O:10])[C:5]([NH:13][CH3:12])=[N:6][CH:7]=1, predict the reactants needed to synthesize it. The reactants are: [Br:1][C:2]1[CH:3]=[C:4]([N+:9]([O-:11])=[O:10])[C:5](Cl)=[N:6][CH:7]=1.[CH3:12][NH2:13].